From a dataset of Full USPTO retrosynthesis dataset with 1.9M reactions from patents (1976-2016). Predict the reactants needed to synthesize the given product. (1) Given the product [N:11]1[CH:12]=[CH:13][C:8]([C:7]2[N:1]3[CH2:5][CH2:4][CH2:3][C:2]3=[N:16][N:15]=2)=[CH:9][CH:10]=1, predict the reactants needed to synthesize it. The reactants are: [NH:1]1[CH2:5][CH2:4][CH2:3][C:2]1=O.[C:7]([NH:15][NH2:16])(=O)[C:8]1[CH:13]=[CH:12][N:11]=[CH:10][CH:9]=1. (2) Given the product [NH2:8][C:9]1[N:14]=[C:13]([CH3:15])[N:12]=[C:11]([C:16]2[C:17]([NH:23][C:24]3[CH:25]=[CH:26][C:27]([NH:30][C:31]([NH:33][C:34]4[CH:39]=[CH:38][C:37]([O:40][CH2:41][CH2:42][O:43][CH3:44])=[CH:36][CH:35]=4)=[O:32])=[N:28][CH:29]=3)=[N:18][CH:19]=[C:20]([Cl:22])[CH:21]=2)[N:10]=1, predict the reactants needed to synthesize it. The reactants are: COC1C=CC(C[N:8](CC2C=CC(OC)=CC=2)[C:9]2[N:14]=[C:13]([CH3:15])[N:12]=[C:11]([C:16]3[C:17]([NH:23][C:24]4[CH:25]=[CH:26][C:27]([NH:30][C:31]([NH:33][C:34]5[CH:39]=[CH:38][C:37]([O:40][CH2:41][CH2:42][O:43][CH3:44])=[CH:36][CH:35]=5)=[O:32])=[N:28][CH:29]=4)=[N:18][CH:19]=[C:20]([Cl:22])[CH:21]=3)[N:10]=2)=CC=1.FC(F)(F)S(O)(=O)=O.C(=O)([O-])[O-].[Na+].[Na+].CC(O)C. (3) Given the product [O:26]=[C:14]1[CH2:15][NH:16][CH2:17][CH2:18][N:13]1[CH:8]1[CH2:7][CH2:6][C:5]2[CH:4]=[C:3]([C:1]#[N:2])[CH:12]=[CH:11][C:10]=2[CH2:9]1, predict the reactants needed to synthesize it. The reactants are: [C:1]([C:3]1[CH:4]=[C:5]2[C:10](=[CH:11][CH:12]=1)[CH2:9][CH:8]([N:13]1[CH2:18][CH2:17][N:16](C(OC(C)(C)C)=O)[CH2:15][C:14]1=[O:26])[CH2:7][CH2:6]2)#[N:2].Cl. (4) Given the product [NH:34]1[C:35]2[C:31](=[CH:30][C:29]([O:28][C:2]3[C:11]4[C:6](=[CH:7][C:8]([O:14][CH2:15][CH2:16][CH2:17][N:18]5[CH2:23][CH2:22][N:21]([S:24]([CH3:27])(=[O:26])=[O:25])[CH2:20][CH2:19]5)=[C:9]([O:12][CH3:13])[CH:10]=4)[N:5]=[CH:4][N:3]=3)=[CH:37][N:36]=2)[CH:32]=[CH:33]1, predict the reactants needed to synthesize it. The reactants are: Cl[C:2]1[C:11]2[C:6](=[CH:7][C:8]([O:14][CH2:15][CH2:16][CH2:17][N:18]3[CH2:23][CH2:22][N:21]([S:24]([CH3:27])(=[O:26])=[O:25])[CH2:20][CH2:19]3)=[C:9]([O:12][CH3:13])[CH:10]=2)[N:5]=[CH:4][N:3]=1.[OH:28][C:29]1[CH:30]=[C:31]2[C:35](=[N:36][CH:37]=1)[NH:34][CH:33]=[CH:32]2.C(=O)([O-])[O-].[K+].[K+]. (5) Given the product [F:26][C:23]1[CH:22]=[CH:21][C:20]([O:19][CH:16]2[CH2:17][CH2:18][N:13]([C:11]([C:9]3[CH:8]=[CH:7][CH:6]=[C:5]([CH:3]4[CH2:2][N:1]([CH3:27])[CH2:4]4)[N:10]=3)=[O:12])[CH2:14][CH2:15]2)=[CH:25][CH:24]=1, predict the reactants needed to synthesize it. The reactants are: [NH:1]1[CH2:4][CH:3]([C:5]2[N:10]=[C:9]([C:11]([N:13]3[CH2:18][CH2:17][CH:16]([O:19][C:20]4[CH:25]=[CH:24][C:23]([F:26])=[CH:22][CH:21]=4)[CH2:15][CH2:14]3)=[O:12])[CH:8]=[CH:7][CH:6]=2)[CH2:2]1.[C:27]([BH3-])#N.[Na+]. (6) Given the product [NH2:24][CH2:23][CH2:22][CH2:21][CH2:20][CH2:19][N:16]1[CH2:17][CH2:18][N:13]([CH2:12][CH2:11][CH2:10][CH2:9][CH2:8][NH2:7])[CH2:14][CH2:15]1, predict the reactants needed to synthesize it. The reactants are: C(OC(=O)[NH:7][CH2:8][CH2:9][CH2:10][CH2:11][CH2:12][N:13]1[CH2:18][CH2:17][N:16]([CH2:19][CH2:20][CH2:21][CH2:22][CH2:23][NH:24]C(OC(C)(C)C)=O)[CH2:15][CH2:14]1)(C)(C)C.FC(F)(F)C(O)=O.